This data is from HIV replication inhibition screening data with 41,000+ compounds from the AIDS Antiviral Screen. The task is: Binary Classification. Given a drug SMILES string, predict its activity (active/inactive) in a high-throughput screening assay against a specified biological target. The drug is Cc1ccc2c(c1)-c1c(C#N)c(N)nc(-c3ccc(Cl)cc3)c1CCS2(=O)=O. The result is 0 (inactive).